From a dataset of Full USPTO retrosynthesis dataset with 1.9M reactions from patents (1976-2016). Predict the reactants needed to synthesize the given product. (1) The reactants are: [F:1][C:2]1[CH:7]=[CH:6][C:5]([NH:8][C:9](=O)[C:10]2[CH:15]=[CH:14][C:13]([N:16]3[CH2:21][CH2:20][N:19]([CH3:22])[CH2:18][CH2:17]3)=[CH:12][CH:11]=2)=[CH:4][CH:3]=1.[H-].COCCO[Al+]OCCOC.[Na+].[H-].[OH-].[Na+].ClCCl. Given the product [F:1][C:2]1[CH:3]=[CH:4][C:5]([NH:8][CH2:9][C:10]2[CH:15]=[CH:14][C:13]([N:16]3[CH2:21][CH2:20][N:19]([CH3:22])[CH2:18][CH2:17]3)=[CH:12][CH:11]=2)=[CH:6][CH:7]=1, predict the reactants needed to synthesize it. (2) Given the product [CH3:1][N:2]([CH2:9][C:10]1[CH:11]=[N:12][C:13]([C:16]2[CH:17]=[CH:18][C:19]([S:22]([CH3:25])(=[O:24])=[O:23])=[CH:20][CH:21]=2)=[CH:14][CH:15]=1)[CH:3]1[CH2:8][CH2:7][N:6]([C:34]([O:36][CH2:37][C:38]#[CH:39])=[O:35])[CH2:5][CH2:4]1, predict the reactants needed to synthesize it. The reactants are: [CH3:1][N:2]([CH2:9][C:10]1[CH:11]=[N:12][C:13]([C:16]2[CH:21]=[CH:20][C:19]([S:22]([CH3:25])(=[O:24])=[O:23])=[CH:18][CH:17]=2)=[CH:14][CH:15]=1)[CH:3]1[CH2:8][CH2:7][NH:6][CH2:5][CH2:4]1.C(N(CC)CC)C.Cl[C:34]([O:36][CH2:37][C:38]#[CH:39])=[O:35].N.